This data is from Forward reaction prediction with 1.9M reactions from USPTO patents (1976-2016). The task is: Predict the product of the given reaction. (1) Given the reactants C(O[C:5]([N:7]1[CH2:12][CH2:11][CH:10]([CH2:13][CH2:14][N:15]2[CH2:20][CH2:19][N:18]([C:21]3[CH:26]=[CH:25][C:24]([S:27]([CH3:30])(=[O:29])=[O:28])=[CH:23][CH:22]=3)[CH2:17][CH2:16]2)[CH2:9][CH2:8]1)=O)CC.ClC1[N:37]=[CH:36][C:35]([F:38])=[CH:34][N:33]=1.CC(C)([O-])C.[Na+].CC1(C)C2C=CC=C(P(C3C=CC=CC=3)C3C=CC=CC=3)C=2OC2C1=CC=CC=2P(C1C=CC=CC=1)C1C=CC=CC=1, predict the reaction product. The product is: [F:38][C:35]1[CH:34]=[N:33][C:5]([N:7]2[CH2:8][CH2:9][CH:10]([CH2:13][CH2:14][N:15]3[CH2:16][CH2:17][N:18]([C:21]4[CH:26]=[CH:25][C:24]([S:27]([CH3:30])(=[O:29])=[O:28])=[CH:23][CH:22]=4)[CH2:19][CH2:20]3)[CH2:11][CH2:12]2)=[N:37][CH:36]=1. (2) Given the reactants CC1(C)CCCC(C)(C)N1.C([Li])CCC.[F:16][C:17]([F:25])([F:24])[C:18]1[CH:23]=[CH:22][CH:21]=[CH:20][N:19]=1.[F:26][C:27]1([F:41])[C:31](=[CH2:32])[CH2:30][N:29]([C:33]([O:35][C:36]([CH3:39])([CH3:38])[CH3:37])=[O:34])[C:28]1=[O:40].[Cl-].[NH4+], predict the reaction product. The product is: [F:26][C:27]([F:41])([C:28](=[O:40])[C:23]1[C:18]([C:17]([F:25])([F:24])[F:16])=[N:19][CH:20]=[CH:21][CH:22]=1)[C:31](=[CH2:32])[CH2:30][NH:29][C:33](=[O:34])[O:35][C:36]([CH3:37])([CH3:38])[CH3:39]. (3) Given the reactants [C:1]([C:5]1[CH:10]=[CH:9][C:8]([N:11]2[C:15](=[O:16])[C:14]([CH3:18])([CH3:17])[N:13]([CH2:19][C:20]3[CH:25]=[CH:24][N:23]4[O:26][C:27](=S)[N:28]=[C:22]4[CH:21]=3)[C:12]2=[O:30])=[CH:7][CH:6]=1)([CH3:4])([CH3:3])[CH3:2].[NH2:31][C:32]1[CH:33]=[N:34][CH:35]=[CH:36][CH:37]=1, predict the reaction product. The product is: [C:1]([C:5]1[CH:10]=[CH:9][C:8]([N:11]2[C:15](=[O:16])[C:14]([CH3:18])([CH3:17])[N:13]([CH2:19][C:20]3[CH:25]=[CH:24][N:23]=[C:22]([NH:28][C:27]([NH:31][C:32]4[CH:33]=[N:34][CH:35]=[CH:36][CH:37]=4)=[O:26])[CH:21]=3)[C:12]2=[O:30])=[CH:7][CH:6]=1)([CH3:4])([CH3:3])[CH3:2]. (4) Given the reactants Cl.Cl[C:3]1[CH:8]=[C:7]([C:9]2[CH:14]=[CH:13][CH:12]=[C:11]([Cl:15])[CH:10]=2)[N:6]=[C:5]2[CH2:16][CH2:17][CH2:18][C:4]=12.[CH3:19][NH:20][C:21]1[CH:26]=[CH:25][C:24]([CH2:27][C:28]([NH2:30])=[O:29])=[CH:23][CH:22]=1, predict the reaction product. The product is: [Cl:15][C:11]1[CH:10]=[C:9]([C:7]2[N:6]=[C:5]3[CH2:16][CH2:17][CH2:18][C:4]3=[C:3]([N:20]([CH3:19])[C:21]3[CH:22]=[CH:23][C:24]([CH2:27][C:28]([NH2:30])=[O:29])=[CH:25][CH:26]=3)[CH:8]=2)[CH:14]=[CH:13][CH:12]=1.